The task is: Predict the product of the given reaction.. This data is from Forward reaction prediction with 1.9M reactions from USPTO patents (1976-2016). (1) Given the reactants Br[C:2]1[CH:10]=[C:9]2[C:5]([C:6]([O:11][CH3:12])=[N:7][NH:8]2)=[CH:4][CH:3]=1.[CH2:13]([O:15][C:16](=[O:25])[CH:17]=[CH:18][C:19]1[CH:20]=[N:21][CH:22]=[CH:23][CH:24]=1)[CH3:14].C(OC(=O)C=C(C1C=CC=C2C=1C(C#N)=CN2)C1C=CC=CC=1)C, predict the reaction product. The product is: [CH2:13]([O:15][C:16](=[O:25])[CH:17]=[C:18]([C:2]1[CH:10]=[C:9]2[C:5]([C:6]([O:11][CH3:12])=[N:7][NH:8]2)=[CH:4][CH:3]=1)[C:19]1[CH:20]=[N:21][CH:22]=[CH:23][CH:24]=1)[CH3:14]. (2) Given the reactants [I:1][C:2]1[CH:11]=[CH:10][C:5]2[N:6]=[C:7]([SH:9])[S:8][C:4]=2[CH:3]=1.[C:12](=O)([O-])[O-].[K+].[K+].CI, predict the reaction product. The product is: [I:1][C:2]1[CH:11]=[CH:10][C:5]2[N:6]=[C:7]([S:9][CH3:12])[S:8][C:4]=2[CH:3]=1. (3) Given the reactants C([O:5][C:6]([CH:8]1[CH2:12][CH:11]([O:13][C:14]2[CH:19]=[C:18]([C:20]([CH3:23])([CH3:22])[CH3:21])[N:17]=[C:16]([O:24][CH3:25])[N:15]=2)[CH2:10][CH:9]1[C:26](=[O:38])[NH:27][C:28]1([C:33]([O:35][CH2:36][CH3:37])=[O:34])[CH2:30][CH:29]1[CH:31]=[CH2:32])=[O:7])(C)(C)C.C([SiH](CC)CC)C.C(O)(C(F)(F)F)=O, predict the reaction product. The product is: [C:20]([C:18]1[N:17]=[C:16]([O:24][CH3:25])[N:15]=[C:14]([O:13][CH:11]2[CH2:12][CH:8]([C:6]([OH:7])=[O:5])[CH:9]([C:26](=[O:38])[NH:27][C:28]3([C:33]([O:35][CH2:36][CH3:37])=[O:34])[CH2:30][CH:29]3[CH:31]=[CH2:32])[CH2:10]2)[CH:19]=1)([CH3:21])([CH3:22])[CH3:23]. (4) The product is: [F:1][C:2]1[CH:7]=[CH:6][CH:5]=[C:4]([F:8])[C:3]=1[O:9][C:17]1[CH:24]=[CH:23][C:20]([CH:21]=[O:22])=[CH:19][CH:18]=1. Given the reactants [F:1][C:2]1[CH:7]=[CH:6][CH:5]=[C:4]([F:8])[C:3]=1[OH:9].C(=O)([O-])[O-].[K+].[K+].F[C:17]1[CH:24]=[CH:23][C:20]([CH:21]=[O:22])=[CH:19][CH:18]=1, predict the reaction product.